Dataset: Peptide-MHC class II binding affinity with 134,281 pairs from IEDB. Task: Regression. Given a peptide amino acid sequence and an MHC pseudo amino acid sequence, predict their binding affinity value. This is MHC class II binding data. (1) The peptide sequence is GEPIRFLLSYGEKDF. The MHC is DRB1_1101 with pseudo-sequence DRB1_1101. The binding affinity (normalized) is 0.363. (2) The peptide sequence is AYGIPKVPPGPNITA. The MHC is HLA-DPA10103-DPB10401 with pseudo-sequence HLA-DPA10103-DPB10401. The binding affinity (normalized) is 0.216. (3) The peptide sequence is PEVKYAVFEAALTKA. The MHC is DRB3_0101 with pseudo-sequence DRB3_0101. The binding affinity (normalized) is 0.256. (4) The peptide sequence is QPTVTLLPAADMDDF. The MHC is DRB1_0101 with pseudo-sequence DRB1_0101. The binding affinity (normalized) is 0.848. (5) The peptide sequence is FLLYVVVVDLPTHIA. The MHC is DRB1_1101 with pseudo-sequence DRB1_1101. The binding affinity (normalized) is 0. (6) The peptide sequence is DVFYNGAYFVSSGKY. The MHC is DRB3_0202 with pseudo-sequence DRB3_0202. The binding affinity (normalized) is 0.613. (7) The peptide sequence is KGDEQKLRSAGEVEI. The MHC is HLA-DQA10401-DQB10402 with pseudo-sequence HLA-DQA10401-DQB10402. The binding affinity (normalized) is 0.246. (8) The peptide sequence is KKTHISYIMLIFFVLMV. The MHC is DRB3_0301 with pseudo-sequence DRB3_0301. The binding affinity (normalized) is 0.